Dataset: Catalyst prediction with 721,799 reactions and 888 catalyst types from USPTO. Task: Predict which catalyst facilitates the given reaction. (1) Reactant: [NH2:1][C@@H:2]([CH3:17])[C@@H:3]([C:5]1[CH:6]=[CH:7][C:8]([OH:16])=[C:9]([NH:11][S:12]([CH3:15])(=[O:14])=[O:13])[CH:10]=1)[OH:4].[CH3:18][O:19][C:20]1[CH:21]=[C:22]([CH:25]=[C:26]([O:28][CH3:29])[CH:27]=1)[CH:23]=O.O. Product: [CH3:29][O:28][C:26]1[CH:25]=[C:22]([CH:21]=[C:20]([O:19][CH3:18])[CH:27]=1)[CH2:23][NH:1][C@@H:2]([CH3:17])[C@@H:3]([C:5]1[CH:6]=[CH:7][C:8]([OH:16])=[C:9]([NH:11][S:12]([CH3:15])(=[O:14])=[O:13])[CH:10]=1)[OH:4]. The catalyst class is: 5. (2) Reactant: [NH:1]1[C:10]2[C:5](=[CH:6][CH:7]=[CH:8][CH:9]=2)[CH2:4][CH2:3][CH2:2]1.Cl[C:12]1[C:13](=[O:26])[NH:14][C:15]2[C:20]([N:21]=1)=[CH:19][C:18]([C:22]([O:24][CH3:25])=[O:23])=[CH:17][CH:16]=2. Product: [O:26]=[C:13]1[C:12]([N:1]2[C:10]3[C:5](=[CH:6][CH:7]=[CH:8][CH:9]=3)[CH2:4][CH2:3][CH2:2]2)=[N:21][C:20]2[C:15](=[CH:16][CH:17]=[C:18]([C:22]([O:24][CH3:25])=[O:23])[CH:19]=2)[NH:14]1. The catalyst class is: 37.